Dataset: Reaction yield outcomes from USPTO patents with 853,638 reactions. Task: Predict the reaction yield, written as a fraction of the theoretical maximum amount of product (1.0 means a 100% yield; for example, 0.34 means a 34% yield). (1) The reactants are [C:1]([O:4][CH2:5][C:6]1[CH:11]=[CH:10][C:9]([CH:12]([CH:20]2[CH2:24][CH2:23][CH2:22][CH2:21]2)[C:13]([O:15]C(C)(C)C)=[O:14])=[CH:8][CH:7]=1)(=[O:3])[CH3:2].FC(F)(F)C(O)=O. The catalyst is ClCCl. The product is [C:1]([O:4][CH2:5][C:6]1[CH:11]=[CH:10][C:9]([CH:12]([CH:20]2[CH2:24][CH2:23][CH2:22][CH2:21]2)[C:13]([OH:15])=[O:14])=[CH:8][CH:7]=1)(=[O:3])[CH3:2]. The yield is 0.910. (2) The reactants are [C:1]([O:5][C:6]([N:8]1[CH2:11][CH:10]([C:12](O)=[O:13])[CH2:9]1)=[O:7])([CH3:4])([CH3:3])[CH3:2]. The product is [C:1]([O:5][C:6]([N:8]1[CH2:11][CH:10]([CH2:12][OH:13])[CH2:9]1)=[O:7])([CH3:4])([CH3:3])[CH3:2]. The catalyst is O1CCCC1. The yield is 0.980.